Dataset: Peptide-MHC class I binding affinity with 185,985 pairs from IEDB/IMGT. Task: Regression. Given a peptide amino acid sequence and an MHC pseudo amino acid sequence, predict their binding affinity value. This is MHC class I binding data. (1) The peptide sequence is TIDNIVTSL. The MHC is HLA-A02:01 with pseudo-sequence HLA-A02:01. The binding affinity (normalized) is 0.271. (2) The binding affinity (normalized) is 0.0847. The MHC is HLA-A01:01 with pseudo-sequence HLA-A01:01. The peptide sequence is ALLGERPII.